The task is: Predict the product of the given reaction.. This data is from Forward reaction prediction with 1.9M reactions from USPTO patents (1976-2016). Given the reactants [CH3:1][N:2]([CH3:6])[CH2:3][CH2:4][NH2:5].[CH3:7][C@:8]12[C@@:25]3([CH3:26])[C@@H:16]([C@:17]4([CH3:30])[C@@H:22]([CH2:23][CH2:24]3)[C:21]([CH3:28])([CH3:27])[C:20](=[O:29])[CH2:19][CH2:18]4)[CH2:15][CH2:14][C@@H:13]1[C@H:12]1[C@H:31]([C:34]([CH3:36])=[CH2:35])[CH2:32][CH2:33][C@:11]1([C:37](Cl)=[O:38])[CH2:10][CH2:9]2, predict the reaction product. The product is: [CH3:1][N:2]([CH3:6])[CH2:3][CH2:4][NH:5][C:37]([C@:11]12[CH2:33][CH2:32][C@@H:31]([C:34]([CH3:36])=[CH2:35])[C@@H:12]1[C@@H:13]1[C@@:8]([CH3:7])([CH2:9][CH2:10]2)[C@@:25]2([CH3:26])[C@@H:16]([C@:17]3([CH3:30])[C@@H:22]([CH2:23][CH2:24]2)[C:21]([CH3:28])([CH3:27])[C:20](=[O:29])[CH2:19][CH2:18]3)[CH2:15][CH2:14]1)=[O:38].